From a dataset of Reaction yield outcomes from USPTO patents with 853,638 reactions. Predict the reaction yield, written as a fraction of the theoretical maximum amount of product (1.0 means a 100% yield; for example, 0.34 means a 34% yield). (1) The reactants are Br[C:2]1[CH:3]=[C:4]([C:7]([O:9][CH3:10])=[O:8])[O:5][CH:6]=1.C(=O)([O-])[O-].[K+].[K+].[CH3:17][N:18]1[C:22](B2OC(C)(C)C(C)(C)O2)=[CH:21][CH:20]=[N:19]1. The catalyst is O1CCOCC1.O.CC(C)([P](C(C)(C)C)([Pd][P](C(C)(C)C)(C(C)(C)C)C(C)(C)C)C(C)(C)C)C. The product is [CH3:17][N:18]1[C:22]([C:2]2[CH:3]=[C:4]([C:7]([O:9][CH3:10])=[O:8])[O:5][CH:6]=2)=[CH:21][CH:20]=[N:19]1. The yield is 0.260. (2) The reactants are [OH-].[Li+].[F:3][CH:4]([F:29])[C:5]1[N:6]([C:17]2[C:26]3[C:21](=[CH:22][CH:23]=[CH:24][CH:25]=3)[C:20]([CH2:27][CH3:28])=[CH:19][CH:18]=2)[C:7]([S:10][CH2:11][C:12]([O:14]CC)=[O:13])=[N:8][N:9]=1. The catalyst is C1COCC1.O. The product is [F:29][CH:4]([F:3])[C:5]1[N:6]([C:17]2[C:26]3[C:21](=[CH:22][CH:23]=[CH:24][CH:25]=3)[C:20]([CH2:27][CH3:28])=[CH:19][CH:18]=2)[C:7]([S:10][CH2:11][C:12]([OH:14])=[O:13])=[N:8][N:9]=1. The yield is 0.990. (3) The reactants are [CH3:1][O:2][C:3](=[O:23])[C:4]1[CH:9]=[CH:8][C:7]([CH2:10][NH:11][CH:12]=O)=[N:6][C:5]=1[NH:14][C:15]1[CH:20]=[CH:19][C:18]([Br:21])=[CH:17][C:16]=1[F:22].O(Cl)Cl.[P+5]. The catalyst is C1(C)C=CC=CC=1. The product is [CH3:1][O:2][C:3]([C:4]1[CH:9]=[CH:8][C:7]2[N:6]([CH:12]=[N:11][CH:10]=2)[C:5]=1[NH:14][C:15]1[CH:20]=[CH:19][C:18]([Br:21])=[CH:17][C:16]=1[F:22])=[O:23]. The yield is 0.490. (4) The reactants are [CH3:1][C:2]1[CH:7]=[CH:6][CH:5]=[C:4]([CH3:8])[C:3]=1[C:9]1[CH:14]=[CH:13][CH:12]=[C:11]([CH2:15][NH:16][C:17]2[CH:22]=[CH:21][C:20]([CH2:23][CH2:24][C:25]([O:27][CH3:28])=[O:26])=[CH:19][CH:18]=2)[CH:10]=1.[C:29](OC(=O)C)(=[O:31])[CH3:30]. The catalyst is N1C=CC=CC=1. The product is [C:29]([N:16]([CH2:15][C:11]1[CH:10]=[C:9]([C:3]2[C:2]([CH3:1])=[CH:7][CH:6]=[CH:5][C:4]=2[CH3:8])[CH:14]=[CH:13][CH:12]=1)[C:17]1[CH:18]=[CH:19][C:20]([CH2:23][CH2:24][C:25]([O:27][CH3:28])=[O:26])=[CH:21][CH:22]=1)(=[O:31])[CH3:30]. The yield is 0.980. (5) The reactants are [CH3:1][O:2][NH:3][C:4]([C:6]1[C:7](=[O:38])[C:8]2[CH:13]=[N:12][C:11]([NH:14][C:15]3[CH:20]=[CH:19][C:18]([CH:21]4[CH2:26][CH2:25][NH:24][CH2:23][CH2:22]4)=[CH:17][CH:16]=3)=[N:10][C:9]=2[N:27]([C:29]2[CH:30]=[C:31]3[C:35](=[CH:36][CH:37]=2)[CH2:34][CH2:33][CH2:32]3)[CH:28]=1)=[O:5].Br[CH2:40][CH2:41][C:42]([OH:44])=[O:43].C(N(CC)CC)C. The catalyst is CN(C=O)C. The product is [CH2:34]1[C:35]2[C:31](=[CH:30][C:29]([N:27]3[C:9]4[N:10]=[C:11]([NH:14][C:15]5[CH:16]=[CH:17][C:18]([CH:21]6[CH2:26][CH2:25][N:24]([CH2:40][CH2:41][C:42]([OH:44])=[O:43])[CH2:23][CH2:22]6)=[CH:19][CH:20]=5)[N:12]=[CH:13][C:8]=4[C:7](=[O:38])[C:6]([C:4](=[O:5])[NH:3][O:2][CH3:1])=[CH:28]3)=[CH:37][CH:36]=2)[CH2:32][CH2:33]1. The yield is 0.390.